Predict which catalyst facilitates the given reaction. From a dataset of Catalyst prediction with 721,799 reactions and 888 catalyst types from USPTO. (1) Reactant: [Cl:1][C:2]1[CH:7]=[CH:6][C:5]([S:8]([C:11]([CH3:16])([CH3:15])[C:12]([NH2:14])=O)(=[O:10])=[O:9])=[CH:4][CH:3]=1. Product: [Cl:1][C:2]1[CH:3]=[CH:4][C:5]([S:8]([C:11]([CH3:16])([CH3:15])[C:12]#[N:14])(=[O:9])=[O:10])=[CH:6][CH:7]=1. The catalyst class is: 286. (2) Reactant: [CH3:1][C:2]1[CH:7]=[C:6](O)[CH:5]=[C:4]([CH3:9])[N:3]=1.BrC1C=C(C)N=C(C)C=1.[Si:19]([C:23]#[CH:24])([CH3:22])([CH3:21])[CH3:20].CCOC(C)=O. Product: [CH3:1][C:2]1[CH:7]=[C:6]([C:24]#[C:23][Si:19]([CH3:22])([CH3:21])[CH3:20])[CH:5]=[C:4]([CH3:9])[N:3]=1. The catalyst class is: 542. (3) Reactant: [CH2:1]([O:3][C:4]([C:6]1([NH2:15])[CH2:14][C:13]2[C:8](=[CH:9][CH:10]=[CH:11][CH:12]=2)[CH2:7]1)=[O:5])[CH3:2].CCN(C(C)C)C(C)C.[CH3:25][C:26]1([CH3:38])[CH2:30][C:29]2[CH:31]=[CH:32][CH:33]=[C:34]([C:35](Cl)=[O:36])[C:28]=2[O:27]1.CO. Product: [CH2:1]([O:3][C:4]([C:6]1([NH:15][C:35]([C:34]2[C:28]3[O:27][C:26]([CH3:38])([CH3:25])[CH2:30][C:29]=3[CH:31]=[CH:32][CH:33]=2)=[O:36])[CH2:14][C:13]2[C:8](=[CH:9][CH:10]=[CH:11][CH:12]=2)[CH2:7]1)=[O:5])[CH3:2]. The catalyst class is: 143. (4) Reactant: [C:1]([Br:5])(Br)(Br)Br.OC[C:8]#[C:9][C:10]1[CH:15]=[CH:14][C:13]([N:16]([CH:24]=[S:25](=[O:27])=[O:26])[C:17](=[O:23])[O:18][C:19]([CH3:22])([CH3:21])[CH3:20])=[CH:12][CH:11]=1.C1C=CC(P(C2C=CC=CC=2)C2C=CC=CC=2)=CC=1.O. Product: [C:19]([O:18][C:17](=[O:23])[N:16]([C:13]1[CH:12]=[CH:11][C:10]([C:9]#[C:8][CH2:1][Br:5])=[CH:15][CH:14]=1)[CH:24]=[S:25](=[O:27])=[O:26])([CH3:22])([CH3:21])[CH3:20]. The catalyst class is: 2. (5) Reactant: [C:1](=[O:17])([O:12][C:13]([CH3:16])([CH3:15])[CH3:14])[O:2][C:3]1[CH:8]=[CH:7][C:6](Br)=[CH:5][C:4]=1[C:10]#[N:11].[CH:18]1(B(O)O)[CH2:20][CH2:19]1.C1(P(C2CCCCC2)C2CCCCC2)CCCCC1.[O-]P([O-])([O-])=O.[K+].[K+].[K+]. Product: [C:1](=[O:17])([O:2][C:3]1[CH:8]=[CH:7][C:6]([CH:18]2[CH2:20][CH2:19]2)=[CH:5][C:4]=1[C:10]#[N:11])[O:12][C:13]([CH3:16])([CH3:15])[CH3:14]. The catalyst class is: 874.